This data is from NCI-60 drug combinations with 297,098 pairs across 59 cell lines. The task is: Regression. Given two drug SMILES strings and cell line genomic features, predict the synergy score measuring deviation from expected non-interaction effect. (1) Drug 1: CC1=C(C=C(C=C1)NC2=NC=CC(=N2)N(C)C3=CC4=NN(C(=C4C=C3)C)C)S(=O)(=O)N.Cl. Drug 2: CCC1=C2CN3C(=CC4=C(C3=O)COC(=O)C4(CC)O)C2=NC5=C1C=C(C=C5)O. Cell line: HL-60(TB). Synergy scores: CSS=15.6, Synergy_ZIP=-3.67, Synergy_Bliss=-12.9, Synergy_Loewe=-73.3, Synergy_HSA=-24.0. (2) Drug 1: CC1=C(C(CCC1)(C)C)C=CC(=CC=CC(=CC(=O)O)C)C. Drug 2: CCC(=C(C1=CC=CC=C1)C2=CC=C(C=C2)OCCN(C)C)C3=CC=CC=C3.C(C(=O)O)C(CC(=O)O)(C(=O)O)O. Cell line: A549. Synergy scores: CSS=18.2, Synergy_ZIP=-5.27, Synergy_Bliss=-1.29, Synergy_Loewe=0.510, Synergy_HSA=0.565. (3) Drug 1: CC1=C(C=C(C=C1)NC2=NC=CC(=N2)N(C)C3=CC4=NN(C(=C4C=C3)C)C)S(=O)(=O)N.Cl. Drug 2: CCC1(C2=C(COC1=O)C(=O)N3CC4=CC5=C(C=CC(=C5CN(C)C)O)N=C4C3=C2)O.Cl. Cell line: HL-60(TB). Synergy scores: CSS=52.6, Synergy_ZIP=7.97, Synergy_Bliss=5.26, Synergy_Loewe=-74.8, Synergy_HSA=-9.56. (4) Drug 1: C1=CC(=CC=C1CC(C(=O)O)N)N(CCCl)CCCl.Cl. Drug 2: CS(=O)(=O)OCCCCOS(=O)(=O)C. Cell line: 786-0. Synergy scores: CSS=36.5, Synergy_ZIP=1.50, Synergy_Bliss=3.24, Synergy_Loewe=3.10, Synergy_HSA=3.47. (5) Drug 1: CN(CCCl)CCCl.Cl. Drug 2: CC1C(C(CC(O1)OC2CC(CC3=C2C(=C4C(=C3O)C(=O)C5=CC=CC=C5C4=O)O)(C(=O)C)O)N)O. Cell line: T-47D. Synergy scores: CSS=42.8, Synergy_ZIP=-3.09, Synergy_Bliss=-3.61, Synergy_Loewe=-0.339, Synergy_HSA=1.02. (6) Drug 1: CNC(=O)C1=CC=CC=C1SC2=CC3=C(C=C2)C(=NN3)C=CC4=CC=CC=N4. Drug 2: CCC(=C(C1=CC=CC=C1)C2=CC=C(C=C2)OCCN(C)C)C3=CC=CC=C3.C(C(=O)O)C(CC(=O)O)(C(=O)O)O. Cell line: SN12C. Synergy scores: CSS=5.41, Synergy_ZIP=-1.85, Synergy_Bliss=-0.519, Synergy_Loewe=-2.10, Synergy_HSA=0.0505.